Dataset: Full USPTO retrosynthesis dataset with 1.9M reactions from patents (1976-2016). Task: Predict the reactants needed to synthesize the given product. (1) The reactants are: Cl[C:2]1[N:3]=[C:4]2[CH:10]=[C:9]([C:11]([NH:13][C:14]3[CH:19]=[C:18]([NH:20][C:21](=[O:32])[C:22]4[CH:27]=[CH:26][CH:25]=[C:24]([C:28]([F:31])([F:30])[F:29])[CH:23]=4)[CH:17]=[CH:16][C:15]=3[CH3:33])=[O:12])[S:8][C:5]2=[N:6][CH:7]=1.[N:34]1[CH:39]=[CH:38][CH:37]=[C:36](B(O)O)[CH:35]=1.P([O-])([O-])([O-])=O.[K+].[K+].[K+].C1(P(C2CCCCC2)C2C=CC=CC=2C2C(C(C)C)=CC(C(C)C)=CC=2C(C)C)CCCCC1. Given the product [CH3:33][C:15]1[CH:16]=[CH:17][C:18]([NH:20][C:21](=[O:32])[C:22]2[CH:27]=[CH:26][CH:25]=[C:24]([C:28]([F:31])([F:30])[F:29])[CH:23]=2)=[CH:19][C:14]=1[NH:13][C:11]([C:9]1[S:8][C:5]2=[N:6][CH:7]=[C:2]([C:36]3[CH:35]=[N:34][CH:39]=[CH:38][CH:37]=3)[N:3]=[C:4]2[CH:10]=1)=[O:12], predict the reactants needed to synthesize it. (2) The reactants are: Br[C:2]1[C:3]2[N:4]([C:15](=[O:30])[N:16]([CH2:18][C:19]3[C:20](C)=[N:21][C:22]([C:25]([F:28])([F:27])[F:26])=[CH:23][CH:24]=3)[N:17]=2)[CH:5]=[CH:6][C:7]=1[C:8]1[CH:13]=[CH:12][C:11]([Cl:14])=[CH:10][CH:9]=1.[CH3:31][O:32][C:33]1[CH:38]=[CH:37][C:36](B(O)O)=[CH:35][CH:34]=1.C(Cl)Cl.[O-]P([O-])([O-])=O.[K+].[K+].[K+]. Given the product [Cl:14][C:11]1[CH:12]=[CH:13][C:8]([C:7]2[CH:6]=[CH:5][N:4]3[C:15](=[O:30])[N:16]([CH2:18][C:19]4[CH:20]=[N:21][C:22]([C:25]([F:26])([F:27])[F:28])=[CH:23][CH:24]=4)[N:17]=[C:3]3[C:2]=2[C:36]2[CH:37]=[CH:38][C:33]([O:32][CH3:31])=[CH:34][CH:35]=2)=[CH:9][CH:10]=1, predict the reactants needed to synthesize it. (3) Given the product [Br:39][C:38]1[CH:37]=[CH:36][C:35]([O:40][C:41](=[O:43])[CH3:42])=[CH:34][C:33]=1[N:32]([CH2:29][CH3:30])[CH2:44][C:45]1[CH:50]=[CH:49][C:48]([O:51][CH2:52][CH2:53][N:54]2[CH2:55][CH2:56][CH2:57][CH2:58][CH2:59]2)=[C:47]([F:60])[CH:46]=1, predict the reactants needed to synthesize it. The reactants are: BrC1C=CC(O)=CC=1N(CC)CC1C=CC(OCCN2CCCCC2)=C(F)C=1.[C:29]([N:32]([CH2:44][C:45]1[CH:50]=[CH:49][C:48]([O:51][CH2:52][CH2:53][N:54]2[CH2:59][CH2:58][CH2:57][CH2:56][CH2:55]2)=[C:47]([F:60])[CH:46]=1)[C:33]1[CH:34]=[C:35]([O:40][C:41](=[O:43])[CH3:42])[CH:36]=[CH:37][C:38]=1[Br:39])(=O)[CH3:30].C(OC(=O)C)(=O)C.C(=O)(O)[O-].[Na+].